This data is from Reaction yield outcomes from USPTO patents with 853,638 reactions. The task is: Predict the reaction yield, written as a fraction of the theoretical maximum amount of product (1.0 means a 100% yield; for example, 0.34 means a 34% yield). (1) The reactants are [O:1]1[C:6]2[CH:7]=[CH:8][CH:9]=[C:10]([NH2:11])[C:5]=2[O:4][CH2:3][CH2:2]1.Cl[CH2:13][CH2:14][OH:15].CCN(C(C)C)C(C)C.[C:25](OCC)(=[O:27])[CH3:26]. No catalyst specified. The product is [O:1]1[C:6]2[CH:7]=[CH:8][CH:9]=[C:10]([N:11]([CH2:26][CH2:25][OH:27])[CH2:13][CH2:14][OH:15])[C:5]=2[O:4][CH2:3][CH2:2]1. The yield is 0.800. (2) The catalyst is CO. The yield is 0.770. The reactants are [Br:1][C:2]1[CH:3]=[C:4]2[C:11]3([N:15]=[C:14]([CH3:16])[C:13](=S)[NH:12]3)[CH2:10][CH2:9][O:8][C:5]2=[CH:6][CH:7]=1.[NH3:18]. The product is [Br:1][C:2]1[CH:3]=[C:4]2[C:11]3([N:12]=[C:13]([NH2:18])[C:14]([CH3:16])=[N:15]3)[CH2:10][CH2:9][O:8][C:5]2=[CH:6][CH:7]=1. (3) The reactants are [NH2:1][C:2]1[N:10]=[C:9]2[C:5]([NH:6][C:7](=[O:22])[N:8]2[CH2:11][C:12]2[CH:17]=[CH:16][C:15]([O:18][CH3:19])=[C:14]([O:20][CH3:21])[CH:13]=2)=[C:4]([Cl:23])[N:3]=1.[CH3:24]N(C=O)C.C(=O)([O-])[O-].[K+].[K+].CI. The catalyst is O. The product is [NH2:1][C:2]1[N:10]=[C:9]2[C:5]([N:6]([CH3:24])[C:7](=[O:22])[N:8]2[CH2:11][C:12]2[CH:17]=[CH:16][C:15]([O:18][CH3:19])=[C:14]([O:20][CH3:21])[CH:13]=2)=[C:4]([Cl:23])[N:3]=1. The yield is 0.980. (4) The product is [CH2:1]([O:3][C:4]([NH:6][C:7]1[CH:8]=[C:9]2[C:14](=[CH:15][CH:16]=1)[C:13]([CH3:17])=[N:12][CH:11]=[CH:10]2)=[O:5])[CH3:2]. The yield is 0.690. The catalyst is [C].[Pd].CC1C=CC(C(C)C)=CC=1. The reactants are [CH2:1]([O:3][C:4]([NH:6][C:7]1[CH:8]=[C:9]2[C:14](=[CH:15][CH:16]=1)[C:13]([CH3:17])=[N:12][CH2:11][CH2:10]2)=[O:5])[CH3:2]. (5) The catalyst is COCCOC. The reactants are [NH:1]1[C:10]2[C:5](=[CH:6][CH:7]=[C:8]([CH:11]3[CH2:16][CH2:15][N:14]([C:17]4[N:22]=[C:21]([CH3:23])[N:20]=[C:19](Cl)[C:18]=4[CH3:25])[CH2:13][CH2:12]3)[N:9]=2)[CH2:4][CH2:3][CH2:2]1.[NH2:26][CH2:27][C@@H:28]([C:40]([O:42][C:43]([CH3:46])([CH3:45])[CH3:44])=[O:41])[NH:29][C:30]([O:32][CH2:33][C:34]1[CH:39]=[CH:38][CH:37]=[CH:36][CH:35]=1)=[O:31].[F-].[Cs+]. The product is [CH3:46][C:43]([O:42][C:40](=[O:41])[C@H:28]([CH2:27][NH:26][C:19]1[C:18]([CH3:25])=[C:17]([N:14]2[CH2:15][CH2:16][CH:11]([C:8]3[N:9]=[C:10]4[C:5]([CH2:4][CH2:3][CH2:2][NH:1]4)=[CH:6][CH:7]=3)[CH2:12][CH2:13]2)[N:22]=[C:21]([CH3:23])[N:20]=1)[NH:29][C:30]([O:32][CH2:33][C:34]1[CH:39]=[CH:38][CH:37]=[CH:36][CH:35]=1)=[O:31])([CH3:44])[CH3:45]. The yield is 0.150. (6) The reactants are [CH2:1]([O:3][C:4]([C:6]1[CH:7]=[N:8][N:9]([C:11]2[N:15]([CH2:16][O:17][CH2:18][CH2:19][O:20][CH3:21])[C:14]3[CH:22]=[C:23]([Cl:31])[C:24]([NH:26][C:27](=[O:30])[CH2:28]Br)=[CH:25][C:13]=3[N:12]=2)[CH:10]=1)=[O:5])[CH3:2].[NH:32]1[CH2:37][CH2:36][O:35][CH2:34][CH2:33]1. The catalyst is ClCCl. The product is [CH2:1]([O:3][C:4]([C:6]1[CH:7]=[N:8][N:9]([C:11]2[N:15]([CH2:16][O:17][CH2:18][CH2:19][O:20][CH3:21])[C:14]3[CH:22]=[C:23]([Cl:31])[C:24]([NH:26][C:27](=[O:30])[CH2:28][N:32]4[CH2:37][CH2:36][O:35][CH2:34][CH2:33]4)=[CH:25][C:13]=3[N:12]=2)[CH:10]=1)=[O:5])[CH3:2]. The yield is 0.960.